This data is from Catalyst prediction with 721,799 reactions and 888 catalyst types from USPTO. The task is: Predict which catalyst facilitates the given reaction. Reactant: [CH3:1][O:2][CH2:3][CH2:4][O:5][CH2:6][CH2:7][O:8][CH2:9][CH2:10][OH:11].[OH-].[Na+].Br[CH2:15][CH2:16][CH2:17][CH2:18][CH2:19][CH2:20][CH2:21][CH2:22][CH2:23][CH:24]=[CH2:25]. Product: [CH3:1][O:2][CH2:3][CH2:4][O:5][CH2:6][CH2:7][O:8][CH2:9][CH2:10][O:11][CH2:15][CH2:16][CH2:17][CH2:18][CH2:19][CH2:20][CH2:21][CH2:22][CH2:23][CH:24]=[CH2:25]. The catalyst class is: 13.